From a dataset of Reaction yield outcomes from USPTO patents with 853,638 reactions. Predict the reaction yield, written as a fraction of the theoretical maximum amount of product (1.0 means a 100% yield; for example, 0.34 means a 34% yield). (1) The reactants are [Cl:1][CH2:2][CH:3]=O.Cl.[Cl:6][C:7]([Cl:12])=[CH:8][CH2:9][O:10][NH2:11]. No catalyst specified. The product is [Cl:6][C:7]([Cl:12])=[CH:8][CH2:9][O:10][N:11]=[CH:3][CH2:2][Cl:1]. The yield is 0.960. (2) The reactants are [O:1]1[CH2:26][CH:2]1[CH2:3][O:4][C:5]1[CH:14]=[C:13]2[C:8]([C:9](=[O:23])[N:10]([CH2:15][O:16][C:17](=[O:22])[C:18]([CH3:21])([CH3:20])[CH3:19])[CH:11]=[N:12]2)=[CH:7][C:6]=1[O:24][CH3:25].[CH3:27][N:28]1[CH2:33][CH2:32][NH:31][CH2:30][CH2:29]1. The catalyst is C(Cl)(Cl)Cl. The product is [OH:1][CH:2]([CH2:26][N:31]1[CH2:32][CH2:33][N:28]([CH3:27])[CH2:29][CH2:30]1)[CH2:3][O:4][C:5]1[CH:14]=[C:13]2[C:8]([C:9](=[O:23])[N:10]([CH2:15][O:16][C:17](=[O:22])[C:18]([CH3:20])([CH3:19])[CH3:21])[CH:11]=[N:12]2)=[CH:7][C:6]=1[O:24][CH3:25]. The yield is 0.750.